The task is: Predict which catalyst facilitates the given reaction.. This data is from Catalyst prediction with 721,799 reactions and 888 catalyst types from USPTO. (1) Reactant: [CH3:1][O:2][C:3](=[O:21])[C@H:4]([CH2:13][C:14]1[CH:19]=[CH:18][C:17]([OH:20])=[CH:16][CH:15]=1)[NH:5][C:6]([O:8][C:9]([CH3:12])([CH3:11])[CH3:10])=[O:7].[H-].[Na+].[F:24][C:25]1[CH:32]=[C:31]([F:33])[CH:30]=[CH:29][C:26]=1[CH2:27]Br. Product: [CH3:1][O:2][C:3](=[O:21])[C@@H:4]([NH:5][C:6]([O:8][C:9]([CH3:12])([CH3:10])[CH3:11])=[O:7])[CH2:13][C:14]1[CH:19]=[CH:18][C:17]([O:20][CH2:27][C:26]2[CH:29]=[CH:30][C:31]([F:33])=[CH:32][C:25]=2[F:24])=[CH:16][CH:15]=1. The catalyst class is: 1. (2) Reactant: [C:1]([C:5]1[O:9][N:8]=[C:7]([NH:10][C:11]([NH:13][C:14]2[CH:19]=[CH:18][CH:17]=[C:16]([C:20]#[C:21][C:22]3[CH:23]=[N:24][C:25](Cl)=[N:26][CH:27]=3)[CH:15]=2)=[O:12])[CH:6]=1)([CH3:4])([CH3:3])[CH3:2].[NH2:29][CH2:30][CH2:31][N:32]1[CH2:37][CH2:36][N:35](C(OC(C)(C)C)=O)[CH2:34][CH2:33]1.Cl. Product: [C:1]([C:5]1[O:9][N:8]=[C:7]([NH:10][C:11]([NH:13][C:14]2[CH:19]=[CH:18][CH:17]=[C:16]([C:20]#[C:21][C:22]3[CH:23]=[N:24][C:25]([NH:29][CH2:30][CH2:31][N:32]4[CH2:37][CH2:36][NH:35][CH2:34][CH2:33]4)=[N:26][CH:27]=3)[CH:15]=2)=[O:12])[CH:6]=1)([CH3:4])([CH3:3])[CH3:2]. The catalyst class is: 23. (3) Reactant: [Cl:1][C:2]1[CH:7]=[C:6]([CH3:8])[CH:5]=[C:4]([Cl:9])[N:3]=1.FC(F)(F)C(OC(=O)C(F)(F)F)=O.[N+:23]([O-])([OH:25])=[O:24].S(S([O-])=O)([O-])(=O)=O.[Na+].[Na+].[OH-].[Na+]. Product: [Cl:1][C:2]1[C:7]([N+:23]([O-:25])=[O:24])=[C:6]([CH3:8])[CH:5]=[C:4]([Cl:9])[N:3]=1. The catalyst class is: 6. (4) Reactant: [OH-].[Na+].C([O:10][C:11]([C:13]1([NH:19][C:20]([N:22]2[CH2:26][CH2:25][S:24][CH2:23]2)=[O:21])[CH2:18][CH2:17][CH2:16][CH2:15][CH2:14]1)=[O:12])C1C=CC=CC=1. Product: [S:24]1[CH2:25][CH2:26][N:22]([C:20]([NH:19][C:13]2([C:11]([OH:12])=[O:10])[CH2:18][CH2:17][CH2:16][CH2:15][CH2:14]2)=[O:21])[CH2:23]1. The catalyst class is: 8. (5) Reactant: [Br:1][C:2]1[CH:3]=[C:4]2[C:9](=[CH:10][CH:11]=1)[N:8]=[CH:7][C:6]([C:12](N(OC)C)=[O:13])=[CH:5]2.[CH3:18][Mg]Br. Product: [Br:1][C:2]1[CH:3]=[C:4]2[C:9](=[CH:10][CH:11]=1)[N:8]=[CH:7][C:6]([C:12](=[O:13])[CH3:18])=[CH:5]2. The catalyst class is: 1.